This data is from NCI-60 drug combinations with 297,098 pairs across 59 cell lines. The task is: Regression. Given two drug SMILES strings and cell line genomic features, predict the synergy score measuring deviation from expected non-interaction effect. (1) Drug 1: CC1CCC2CC(C(=CC=CC=CC(CC(C(=O)C(C(C(=CC(C(=O)CC(OC(=O)C3CCCCN3C(=O)C(=O)C1(O2)O)C(C)CC4CCC(C(C4)OC)O)C)C)O)OC)C)C)C)OC. Cell line: OVCAR-5. Synergy scores: CSS=23.2, Synergy_ZIP=-6.88, Synergy_Bliss=-3.83, Synergy_Loewe=-85.5, Synergy_HSA=-3.50. Drug 2: C(CN)CNCCSP(=O)(O)O. (2) Drug 1: CCC1=C2CN3C(=CC4=C(C3=O)COC(=O)C4(CC)O)C2=NC5=C1C=C(C=C5)O. Drug 2: CNC(=O)C1=NC=CC(=C1)OC2=CC=C(C=C2)NC(=O)NC3=CC(=C(C=C3)Cl)C(F)(F)F. Cell line: CAKI-1. Synergy scores: CSS=25.2, Synergy_ZIP=4.51, Synergy_Bliss=4.68, Synergy_Loewe=-26.7, Synergy_HSA=3.96. (3) Drug 1: C1=C(C(=O)NC(=O)N1)N(CCCl)CCCl. Drug 2: C(=O)(N)NO. Cell line: HCT116. Synergy scores: CSS=37.5, Synergy_ZIP=-1.25, Synergy_Bliss=-0.271, Synergy_Loewe=-16.3, Synergy_HSA=1.11.